Dataset: Catalyst prediction with 721,799 reactions and 888 catalyst types from USPTO. Task: Predict which catalyst facilitates the given reaction. (1) Reactant: C([O:5][C:6]([CH:8]1[CH:12]([C:13]2[CH:18]=[CH:17][CH:16]=[C:15]([Cl:19])[C:14]=2[F:20])[C:11]([C:23]2[CH:28]=[CH:27][C:26]([Cl:29])=[C:25]([CH3:30])[CH:24]=2)([C:21]#[N:22])[CH:10]([CH2:31][C:32]([CH3:35])([CH3:34])[CH3:33])[NH:9]1)=[O:7])(C)(C)C.[F:36][C:37]([F:42])([F:41])[C:38]([OH:40])=[O:39]. Product: [F:36][C:37]([F:42])([F:41])[C:38]([OH:40])=[O:39].[Cl:19][C:15]1[C:14]([F:20])=[C:13]([CH:12]2[C:11]([C:23]3[CH:28]=[CH:27][C:26]([Cl:29])=[C:25]([CH3:30])[CH:24]=3)([C:21]#[N:22])[CH:10]([CH2:31][C:32]([CH3:34])([CH3:35])[CH3:33])[NH:9][CH:8]2[C:6]([OH:7])=[O:5])[CH:18]=[CH:17][CH:16]=1. The catalyst class is: 4. (2) Reactant: [Br:1][C:2]1[C:3]([OH:11])=[C:4]([CH:7]=[C:8]([Cl:10])[CH:9]=1)[CH:5]=O.[NH:12]([C:14]([O:16][C:17]([CH3:20])([CH3:19])[CH3:18])=[O:15])[NH2:13].C(O[BH-](OC(=O)C)OC(=O)C)(=O)C.[Na+].Cl. Product: [Br:1][C:2]1[C:3]([OH:11])=[C:4]([CH2:5][NH:13][NH:12][C:14]([O:16][C:17]([CH3:20])([CH3:19])[CH3:18])=[O:15])[CH:7]=[C:8]([Cl:10])[CH:9]=1. The catalyst class is: 322. (3) Reactant: [NH2:1][C:2]1[CH:15]=[CH:14][C:13]([I:16])=[CH:12][C:3]=1[C:4]([NH:6][CH2:7][C:8]([O:10][CH3:11])=[O:9])=[O:5].C(N(CC)CC)C.[Cl:24][C:25]1[CH:26]=[C:27]([CH:31]=[CH:32][CH:33]=1)[C:28](Cl)=[O:29]. Product: [Cl:24][C:25]1[CH:26]=[C:27]([CH:31]=[CH:32][CH:33]=1)[C:28]([NH:1][C:2]1[CH:15]=[CH:14][C:13]([I:16])=[CH:12][C:3]=1[C:4]([NH:6][CH2:7][C:8]([O:10][CH3:11])=[O:9])=[O:5])=[O:29]. The catalyst class is: 1. (4) Reactant: [OH:1][C:2]1[C:7]2[CH:8]=[CH:9][C:10]([O:13][CH:14]3[CH2:19][CH2:18][CH2:17][CH2:16][O:15]3)=[C:11]([CH3:12])[C:6]=2[O:5][C:4](=[O:20])[C:3]=1[CH:21]=O.Cl.[CH3:24][O:25][NH2:26].C([O-])(=O)C.[K+].C(O)C. Product: [OH:1][C:2]1[C:7]2[CH:8]=[CH:9][C:10]([O:13][CH:14]3[CH2:19][CH2:18][CH2:17][CH2:16][O:15]3)=[C:11]([CH3:12])[C:6]=2[O:5][C:4](=[O:20])[C:3]=1[CH:21]=[N:26][O:25][CH3:24]. The catalyst class is: 46. (5) Reactant: Cl[C:2]1[CH:7]=[C:6]2[CH2:8][O:9][C:10]3[CH:37]=[C:36]4[C:13]([CH2:14][CH2:15][C:16]5[N:20]=[C:19]([C@@H:21]6[CH2:25][C@H:24]([CH2:26][O:27][CH3:28])[CH2:23][N:22]6[C:29]([O:31][C:32]([CH3:35])([CH3:34])[CH3:33])=[O:30])[NH:18][C:17]=54)=[CH:12][C:11]=3[C:5]2=[CH:4][CH:3]=1.[B:38]1([B:38]2[O:42][C:41]([CH3:44])([CH3:43])[C:40]([CH3:46])([CH3:45])[O:39]2)[O:42][C:41]([CH3:44])([CH3:43])[C:40]([CH3:46])([CH3:45])[O:39]1.C([O-])(=O)C.[K+].C1(P(C2CCCCC2)C2C=CC=CC=2C2C(CCC)=CC(CCC)=CC=2CCC)CCCCC1. Product: [CH3:28][O:27][CH2:26][C@@H:24]1[CH2:23][N:22]([C:29]([O:31][C:32]([CH3:33])([CH3:35])[CH3:34])=[O:30])[C@H:21]([C:19]2[NH:18][C:17]3[C:36]4[C:13]([CH2:14][CH2:15][C:16]=3[N:20]=2)=[CH:12][C:11]2[C:5]3[C:6]([CH2:8][O:9][C:10]=2[CH:37]=4)=[CH:7][C:2]([B:38]2[O:42][C:41]([CH3:44])([CH3:43])[C:40]([CH3:46])([CH3:45])[O:39]2)=[CH:3][CH:4]=3)[CH2:25]1. The catalyst class is: 155. (6) Reactant: [OH:1][C:2]1[CH:11]=[CH:10][C:5]2[C:6](=[O:9])[CH2:7][O:8][C:4]=2[C:3]=1[CH2:12][N:13]1[CH2:18][CH2:17][N:16]([C:19]([O:21][C:22]([CH3:25])([CH3:24])[CH3:23])=[O:20])[CH2:15][CH2:14]1.[CH2:26](O)[CH2:27][CH3:28].C1(P(C2C=CC=CC=2)C2C=CC=CC=2)C=CC=CC=1.N(C(OCC)=O)=NC(OCC)=O. Product: [O:9]=[C:6]1[C:5]2[CH:10]=[CH:11][C:2]([O:1][CH2:26][CH2:27][CH3:28])=[C:3]([CH2:12][N:13]3[CH2:14][CH2:15][N:16]([C:19]([O:21][C:22]([CH3:25])([CH3:24])[CH3:23])=[O:20])[CH2:17][CH2:18]3)[C:4]=2[O:8][CH2:7]1. The catalyst class is: 11. (7) Reactant: FC(F)(F)C(O)=O.[Cl:8][C:9]1[CH:10]=[C:11]([C:19]2[O:23][N:22]=[C:21]([C:24]3[CH:25]=[CH:26][CH:27]=[C:28]4[C:32]=3[NH:31][CH:30]=[C:29]4[CH2:33][CH2:34][C:35]([O:37]C(C)(C)C)=[O:36])[N:20]=2)[CH:12]=[CH:13][C:14]=1[O:15][CH:16]([CH3:18])[CH3:17]. Product: [Cl:8][C:9]1[CH:10]=[C:11]([C:19]2[O:23][N:22]=[C:21]([C:24]3[CH:25]=[CH:26][CH:27]=[C:28]4[C:32]=3[NH:31][CH:30]=[C:29]4[CH2:33][CH2:34][C:35]([OH:37])=[O:36])[N:20]=2)[CH:12]=[CH:13][C:14]=1[O:15][CH:16]([CH3:17])[CH3:18]. The catalyst class is: 4.